Dataset: Full USPTO retrosynthesis dataset with 1.9M reactions from patents (1976-2016). Task: Predict the reactants needed to synthesize the given product. (1) Given the product [CH2:1]([O:3][C:4](=[O:27])[C:5]([O:8][C:9]1[CH:14]=[C:13]([OH:15])[CH:12]=[CH:11][C:10]=1[CH2:23][CH2:24][CH2:25][CH3:26])([CH3:6])[CH3:7])[CH3:2], predict the reactants needed to synthesize it. The reactants are: [CH2:1]([O:3][C:4](=[O:27])[C:5]([O:8][C:9]1[CH:14]=[C:13]([O:15]CC2C=CC=CC=2)[CH:12]=[CH:11][C:10]=1[CH:23]=[CH:24][CH2:25][CH3:26])([CH3:7])[CH3:6])[CH3:2].[H][H]. (2) The reactants are: [C:1]([O:5][C:6]([NH:8][CH2:9][C:10]1[C:11]([CH2:27][CH:28]([CH3:30])[CH3:29])=[N:12][C:13]([CH3:26])=[C:14]([C:18]=1[C:19]1[CH:24]=[CH:23][C:22]([CH3:25])=[CH:21][CH:20]=1)[C:15]([OH:17])=[O:16])=[O:7])([CH3:4])([CH3:3])[CH3:2].Br.Br[CH2:33][C:34]1[CH:39]=[CH:38][CH:37]=[CH:36][N:35]=1.C(=O)([O-])[O-].[K+].[K+]. Given the product [C:1]([O:5][C:6]([NH:8][CH2:9][C:10]1[C:11]([CH2:27][CH:28]([CH3:30])[CH3:29])=[N:12][C:13]([CH3:26])=[C:14]([C:18]=1[C:19]1[CH:24]=[CH:23][C:22]([CH3:25])=[CH:21][CH:20]=1)[C:15]([O:17][CH2:33][C:34]1[CH:39]=[CH:38][CH:37]=[CH:36][N:35]=1)=[O:16])=[O:7])([CH3:4])([CH3:3])[CH3:2], predict the reactants needed to synthesize it. (3) Given the product [ClH:22].[OH:8][C:9]1[C:10](=[O:21])[CH:11]=[C:12]([CH3:20])[N:13]([CH2:15][C:16]([F:17])([F:18])[F:19])[CH:14]=1, predict the reactants needed to synthesize it. The reactants are: C([O:8][C:9]1[C:10](=[O:21])[CH:11]=[C:12]([CH3:20])[N:13]([CH2:15][C:16]([F:19])([F:18])[F:17])[CH:14]=1)C1C=CC=CC=1.[ClH:22]. (4) Given the product [Cl:1][C:2]1[CH:3]=[C:4]2[C:8](=[C:9]([NH:11][CH:28]3[CH2:29][CH2:30][NH:25][CH2:26][CH2:27]3)[CH:10]=1)[NH:7][C:6]([C:12]1[CH:17]=[CH:16][CH:15]=[CH:14][CH:13]=1)=[CH:5]2, predict the reactants needed to synthesize it. The reactants are: [Cl:1][C:2]1[CH:3]=[C:4]2[C:8](=[C:9]([NH2:11])[CH:10]=1)[NH:7][C:6]([C:12]1[CH:17]=[CH:16][CH:15]=[CH:14][CH:13]=1)=[CH:5]2.C([N:25]1[CH2:30][CH2:29][C:28](=O)[CH2:27][CH2:26]1)(OC(C)(C)C)=O. (5) Given the product [CH2:3]([O:10][C@H:11]([CH3:15])[C@@H:12]([CH3:13])[O:14][C:19]1[C:20]([I:24])=[CH:21][N:22]=[C:17]([Cl:16])[N:18]=1)[C:4]1[CH:9]=[CH:8][CH:7]=[CH:6][CH:5]=1, predict the reactants needed to synthesize it. The reactants are: [H-].[Na+].[CH2:3]([O:10][C@H:11]([CH3:15])[C@H:12]([OH:14])[CH3:13])[C:4]1[CH:9]=[CH:8][CH:7]=[CH:6][CH:5]=1.[Cl:16][C:17]1[N:22]=[C:21](Cl)[C:20]([I:24])=[CH:19][N:18]=1.[Cl-].[Na+]. (6) Given the product [CH2:19]([O:18][C:16]([C:15](=[CH:11][C:8]1[S:9][CH:10]=[C:6]([CH3:5])[CH:7]=1)[CH2:14][C:13]([OH:22])=[O:21])=[O:17])[CH3:20], predict the reactants needed to synthesize it. The reactants are: CC[O-].[Na+].[CH3:5][C:6]1[CH:7]=[C:8]([CH:11]=O)[S:9][CH:10]=1.[C:13]([O:22]CC)(=[O:21])[CH2:14][CH2:15][C:16]([O:18][CH2:19][CH3:20])=[O:17]. (7) Given the product [CH3:1][S:2]([O:5][C:6]1[CH:7]=[CH:8][C:9]2[O:14][C@@:13]([CH3:20])([CH:15]([O:16][CH3:17])[O:18][CH3:19])[C@@H:12]([OH:21])[C@H:11]([N:30]([C:27]3[CH:28]=[CH:29][C:24]([Cl:23])=[CH:25][CH:26]=3)[CH2:31][C:32]3[N:33]=[N:34][N:35]([CH3:37])[N:36]=3)[C:10]=2[CH:22]=1)(=[O:3])=[O:4], predict the reactants needed to synthesize it. The reactants are: [CH3:1][S:2]([O:5][C:6]1[CH:7]=[CH:8][C:9]2[O:14][C@@:13]([CH3:20])([CH:15]([O:18][CH3:19])[O:16][CH3:17])[C@H:12]3[O:21][C@H:11]3[C:10]=2[CH:22]=1)(=[O:4])=[O:3].[Cl:23][C:24]1[CH:29]=[CH:28][C:27]([NH:30][CH2:31][C:32]2[N:33]=[N:34][N:35]([CH3:37])[N:36]=2)=[CH:26][CH:25]=1. (8) Given the product [F:27][C:4]1[C:5]([N:8]2[CH2:13][CH:12]=[C:11]([C:14]([NH:16][C:17]3[S:18][C:19]4[CH:25]=[C:24]([F:26])[CH:23]=[CH:22][C:20]=4[N:21]=3)=[O:15])[CH2:10][CH2:9]2)=[N:6][CH:7]=[C:2]([CH:29]=[CH2:30])[CH:3]=1, predict the reactants needed to synthesize it. The reactants are: Br[C:2]1[CH:3]=[C:4]([F:27])[C:5]([N:8]2[CH2:13][CH:12]=[C:11]([C:14]([NH:16][C:17]3[S:18][C:19]4[CH:25]=[C:24]([F:26])[CH:23]=[CH:22][C:20]=4[N:21]=3)=[O:15])[CH2:10][CH2:9]2)=[N:6][CH:7]=1.[F-].[CH2:29]([N+](CCCC)(CCCC)CCCC)[CH2:30]CC.C(B1OC(C)(C)C(C)(C)O1)=C. (9) Given the product [CH3:24][C:21]1([CH3:22])[O:20][CH:4]2[CH2:3][CH2:2][CH:1]([N:6]3[CH:14]=[N:13][C:12]4[C:7]3=[N:8][CH:9]=[N:10][C:11]=4[NH2:15])[CH:5]2[O:32]1, predict the reactants needed to synthesize it. The reactants are: [CH:1]1([N:6]2[CH:14]=[N:13][C:12]3[C:7]2=[N:8][CH:9]=[N:10][C:11]=3[NH2:15])[CH2:5][CH2:4][CH:3]=[CH:2]1.[CH3:24][N+]1([O-])[CH2:22][CH2:21][O:20]CC1.[CH3:24][N+]1([O-])CC[O:20][CH2:21][CH2:22]1.[OH2:32]. (10) Given the product [F:20][C:18]([C:7]1[CH:6]=[C:5]2[C:4]([C:3](=[O:23])[N:26]([NH:35][S:32]([CH3:31])(=[O:34])=[O:33])[C:29](=[O:37])[NH:22]2)=[CH:9][C:8]=1[C:10]1[N:11]([CH:15]([CH3:16])[CH3:17])[N:12]=[CH:13][CH:14]=1)([F:21])[CH3:19], predict the reactants needed to synthesize it. The reactants are: CO[C:3](=[O:23])[C:4]1[CH:9]=[C:8]([C:10]2[N:11]([CH:15]([CH3:17])[CH3:16])[N:12]=[CH:13][CH:14]=2)[C:7]([C:18]([F:21])([F:20])[CH3:19])=[CH:6][C:5]=1[NH2:22].CC[N:26]([CH2:29]C)CC.[CH3:31][S:32]([NH:35]N)(=[O:34])=[O:33].[OH-:37].[Na+].